The task is: Predict the product of the given reaction.. This data is from Forward reaction prediction with 1.9M reactions from USPTO patents (1976-2016). (1) Given the reactants C(CNC(C1NC2[C:18](Cl)=[C:19]([Cl:21])[S:20]C=2C=1)=O)(=O)C1C=CC=CC=1.[NH2:23][CH:24]1[CH2:33][C:32]2[C:27](=[CH:28][CH:29]=[CH:30][CH:31]=2)[NH:26][C:25]1=[O:34].C1C=CC2N(O)N=NC=2C=1.CCN(CC)CC.CCN=C=N[CH2:57][CH2:58][CH2:59][N:60]([CH3:62])C.CN([CH:66]=[O:67])C, predict the reaction product. The product is: [Cl:21][C:19]1[S:20][C:62]2[NH:60][C:59]([C:66](=[O:67])[NH:23][CH:24]3[CH2:33][C:32]4[C:27](=[CH:28][CH:29]=[CH:30][CH:31]=4)[NH:26][C:25]3=[O:34])=[CH:58][C:57]=2[CH:18]=1. (2) Given the reactants C=C(O[C@H:7]1[C@H:12]([OH:13])[CH:11]=[CH:10][C:9]([C:14]([OH:16])=[O:15])=[CH:8]1)C(O)=O.C1([CH2:23][C:24](=[O:28])[C:25]([O-:27])=[O:26])C=CC=CC=1, predict the reaction product. The product is: [CH:11]1[CH:12]([OH:13])[CH:7]=[CH:8][C:9]([C:14]([OH:16])=[O:15])([CH2:23][C:24]([C:25]([OH:27])=[O:26])=[O:28])[CH:10]=1. (3) Given the reactants [NH2:1][C@H:2]([CH2:35]O)[CH2:3][CH2:4][C:5]1[C:10]([F:11])=[CH:9][CH:8]=[CH:7][C:6]=1[NH:12][C:13](=[O:34])[C@@H:14]([N:31]=[N+:32]=[N-:33])[C@@H:15]([C:24]1[CH:29]=[CH:28][C:27]([F:30])=[CH:26][CH:25]=1)[C:16]1[CH:17]=[N:18][C:19]([O:22][CH3:23])=[CH:20][CH:21]=1.C(N(CC)CC)C.[C:44]1([S:50](Cl)(=[O:52])=[O:51])[CH:49]=[CH:48][CH:47]=[CH:46][CH:45]=1.CS(Cl)(=O)=O, predict the reaction product. The product is: [N:31]([C@@H:14]([C@@H:15]([C:24]1[CH:25]=[CH:26][C:27]([F:30])=[CH:28][CH:29]=1)[C:16]1[CH:17]=[N:18][C:19]([O:22][CH3:23])=[CH:20][CH:21]=1)[C:13]([NH:12][C:6]1[CH:7]=[CH:8][CH:9]=[C:10]([F:11])[C:5]=1[CH2:4][CH2:3][CH:2]1[CH2:35][N@@:1]1[S:50]([C:44]1[CH:49]=[CH:48][CH:47]=[CH:46][CH:45]=1)(=[O:52])=[O:51])=[O:34])=[N+:32]=[N-:33]. (4) Given the reactants Br[CH2:2][CH2:3][O:4][C:5]1[CH:14]=[C:13]2[C:8]([C:9]([O:15][C:16]3[CH:17]=[N:18][N:19]([CH2:21][C:22]([O:24][C:25]([CH3:28])([CH3:27])[CH3:26])=[O:23])[CH:20]=3)=[N:10][CH:11]=[N:12]2)=[CH:7][C:6]=1[O:29][CH3:30].[OH:31][CH:32]1[CH2:37][CH2:36][NH:35][CH2:34][CH2:33]1, predict the reaction product. The product is: [OH:31][CH:32]1[CH2:37][CH2:36][N:35]([CH2:2][CH2:3][O:4][C:5]2[CH:14]=[C:13]3[C:8]([C:9]([O:15][C:16]4[CH:17]=[N:18][N:19]([CH2:21][C:22]([O:24][C:25]([CH3:28])([CH3:27])[CH3:26])=[O:23])[CH:20]=4)=[N:10][CH:11]=[N:12]3)=[CH:7][C:6]=2[O:29][CH3:30])[CH2:34][CH2:33]1. (5) Given the reactants [H-].[Na+].[F:3][C:4]([F:11])([F:10])[C:5]1([OH:9])[CH2:8][O:7][CH2:6]1.[C:12](=O)([O:20]C1C=CC=CN=1)[O:13][C:14]1[CH:19]=[CH:18][CH:17]=[CH:16][N:15]=1, predict the reaction product. The product is: [C:12](=[O:20])([O:9][C:5]1([C:4]([F:11])([F:10])[F:3])[CH2:8][O:7][CH2:6]1)[O:13][C:14]1[CH:19]=[CH:18][CH:17]=[CH:16][N:15]=1. (6) Given the reactants [CH3:1][C:2]1[CH:7]=[C:6]([N+:8]([O-])=O)[C:5]([CH3:11])=[CH:4][C:3]=1[O:12][CH2:13][C:14]1([CH3:17])[CH2:16][CH2:15]1.C(O)(=O)C, predict the reaction product. The product is: [CH3:11][C:5]1[CH:4]=[C:3]([O:12][CH2:13][C:14]2([CH3:17])[CH2:15][CH2:16]2)[C:2]([CH3:1])=[CH:7][C:6]=1[NH2:8].